The task is: Predict the reaction yield, written as a fraction of the theoretical maximum amount of product (1.0 means a 100% yield; for example, 0.34 means a 34% yield).. This data is from Reaction yield outcomes from USPTO patents with 853,638 reactions. (1) The reactants are [Br:1][C:2]1[CH:16]=[C:15](/[CH:17]=[CH:18]/[CH:19]([C:24]2[CH:29]=[C:28]([Cl:30])[C:27]([Cl:31])=[C:26]([Cl:32])[CH:25]=2)[C:20]([F:23])([F:22])[F:21])[CH:14]=[CH:13][C:3]=1[C:4]([NH:6][CH:7]1[CH2:12][CH2:11][NH:10][CH2:9][CH2:8]1)=[O:5].[O:33]1[CH2:36][C:35](=O)[CH2:34]1.C(O)(=O)C.[BH3-]C#N.[Na+]. The catalyst is CO.C(OCC)(=O)C. The product is [Br:1][C:2]1[CH:16]=[C:15](/[CH:17]=[CH:18]/[CH:19]([C:24]2[CH:25]=[C:26]([Cl:32])[C:27]([Cl:31])=[C:28]([Cl:30])[CH:29]=2)[C:20]([F:23])([F:21])[F:22])[CH:14]=[CH:13][C:3]=1[C:4]([NH:6][CH:7]1[CH2:12][CH2:11][N:10]([CH:35]2[CH2:36][O:33][CH2:34]2)[CH2:9][CH2:8]1)=[O:5]. The yield is 0.230. (2) The reactants are [I:1][C:2]1[CH:3]=[CH:4][C:5]2[N:6]([CH:8]=[C:9]([NH2:11])[N:10]=2)[N:7]=1.[CH:12]1([C:15](Cl)=[O:16])[CH2:14][CH2:13]1.O. The catalyst is CN(C)C(=O)C. The product is [I:1][C:2]1[CH:3]=[CH:4][C:5]2[N:6]([CH:8]=[C:9]([NH:11][C:15]([CH:12]3[CH2:14][CH2:13]3)=[O:16])[N:10]=2)[N:7]=1. The yield is 0.800. (3) The reactants are [CH3:1][O:2][C:3]1[CH:4]=[C:5]2[C:10](=[CH:11][C:12]=1[O:13][CH3:14])[N:9]=[CH:8][CH:7]=[C:6]2[O:15][C:16]1[CH:22]=[CH:21][C:19]([NH2:20])=[CH:18][CH:17]=1.Cl[C:24](Cl)([O:26][C:27](=[O:33])OC(Cl)(Cl)Cl)Cl.[N:35]1[CH:40]=[CH:39][C:38](CO)=[CH:37][CH:36]=1.C(=O)(O)[O-].[Na+]. The catalyst is C(Cl)Cl.C(N(CC)CC)C.C1(C)C=CC=CC=1. The product is [CH3:1][O:2][C:3]1[CH:4]=[C:5]2[C:10](=[CH:11][C:12]=1[O:13][CH3:14])[N:9]=[CH:8][CH:7]=[C:6]2[O:15][C:16]1[CH:22]=[CH:21][C:19]([NH:20][C:27](=[O:33])[O:26][CH2:24][C:38]2[CH:39]=[CH:40][N:35]=[CH:36][CH:37]=2)=[CH:18][CH:17]=1. The yield is 0.120. (4) The reactants are [C:1]1([C:7]2[CH:15]=[CH:14][CH:13]=[C:12]3[C:8]=2[CH:9]=[CH:10][CH2:11]3)[CH:6]=[CH:5][CH:4]=[CH:3][CH:2]=1.CO[CH2:18][CH2:19]OC.[OH-].[K+].[C:24]1(=O)[CH2:28][CH2:27][CH2:26][CH2:25]1. The catalyst is O. The product is [C:1]1([C:7]2[CH:15]=[CH:14][CH:13]=[C:12]3[C:8]=2[CH:9]=[CH:10][CH:11]3[C:24]2([CH:11]3[C:12]4[C:8](=[C:7]([C:19]5[CH:18]=[CH:6][CH:1]=[CH:2][CH:3]=5)[CH:15]=[CH:14][CH:13]=4)[CH:9]=[CH:10]3)[CH2:28][CH2:27][CH2:26][CH2:25]2)[CH:2]=[CH:3][CH:4]=[CH:5][CH:6]=1. The yield is 0.310. (5) The reactants are [F:1][C:2]1[CH:3]=[C:4]([C:37]2[C:38]([C:43]#[N:44])=[CH:39][CH:40]=[CH:41][CH:42]=2)[CH:5]=[CH:6][C:7]=1[CH2:8][C:9]1[C:10](=[O:36])[N:11]([CH:21]2[CH2:35][CH2:34][C:24]3([O:32][CH2:31][C:27]4([CH2:30][CH2:29][CH2:28]4)[CH:26]([CH3:33])[O:25]3)[CH2:23][CH2:22]2)[C:12]2[N:13]([N:18]=[CH:19][N:20]=2)[C:14]=1[CH2:15][CH2:16][CH3:17].C([BH3-])#N.[Na+].B(F)(F)F.CCOCC.C(=O)([O-])O.[Na+].CC(OI1(OC(C)=O)(OC(C)=O)OC(=O)C2C=CC=CC1=2)=O.S([O-])([O-])(=O)=S.[Na+].[Na+]. The catalyst is C(#N)C.O1CCCC1. The product is [F:1][C:2]1[CH:3]=[C:4]([C:37]2[C:38]([C:43]#[N:44])=[CH:39][CH:40]=[CH:41][CH:42]=2)[CH:5]=[CH:6][C:7]=1[CH2:8][C:9]1[C:10](=[O:36])[N:11]([CH:21]2[CH2:35][CH2:34][CH:24]([O:25][CH:26]([C:27]3([CH:31]=[O:32])[CH2:28][CH2:29][CH2:30]3)[CH3:33])[CH2:23][CH2:22]2)[C:12]2[N:13]([N:18]=[CH:19][N:20]=2)[C:14]=1[CH2:15][CH2:16][CH3:17]. The yield is 0.320.